Dataset: Catalyst prediction with 721,799 reactions and 888 catalyst types from USPTO. Task: Predict which catalyst facilitates the given reaction. (1) Reactant: [NH2:1][S:2]([C:5]1[CH:10]=[CH:9][C:8]([CH2:11][CH2:12][N:13]([CH2:24][C:25]2[CH:26]=[C:27]([C:31]3[CH:36]=[CH:35][CH:34]=[C:33]([C:37]([NH:39][CH2:40][CH2:41][N:42]4[CH2:46][CH2:45][CH2:44][CH2:43]4)=[O:38])[CH:32]=3)[CH:28]=[CH:29][CH:30]=2)[C:14](=[O:23])/[CH:15]=[CH:16]/[C:17]2[CH:22]=[CH:21][CH:20]=[CH:19][CH:18]=2)=[CH:7][CH:6]=1)(=[O:4])=[O:3].[ClH:47]. Product: [ClH:47].[NH2:1][S:2]([C:5]1[CH:10]=[CH:9][C:8]([CH2:11][CH2:12][N:13]([CH2:24][C:25]2[CH:26]=[C:27]([C:31]3[CH:36]=[CH:35][CH:34]=[C:33]([C:37]([NH:39][CH2:40][CH2:41][N:42]4[CH2:46][CH2:45][CH2:44][CH2:43]4)=[O:38])[CH:32]=3)[CH:28]=[CH:29][CH:30]=2)[C:14](=[O:23])/[CH:15]=[CH:16]/[C:17]2[CH:18]=[CH:19][CH:20]=[CH:21][CH:22]=2)=[CH:7][CH:6]=1)(=[O:4])=[O:3]. The catalyst class is: 13. (2) Reactant: [F:1][C:2]1[CH:11]=[CH:10][C:9]([CH:12]=O)=[C:8]2[C:3]=1[C:4](=[O:15])[CH:5]=[C:6]([CH3:14])[O:7]2.[C:16]([CH:18]=[C:19]([O-])[CH3:20])#[N:17].[Na+].[NH2:23]/[C:24](/[CH3:30])=[CH:25]\[C:26]([O:28][CH3:29])=[O:27].C(O)(=O)C. Product: [C:16]([C:18]1[CH:12]([C:9]2[CH:10]=[CH:11][C:2]([F:1])=[C:3]3[C:8]=2[O:7][C:6]([CH3:14])=[CH:5][C:4]3=[O:15])[C:25]([C:26]([O:28][CH3:29])=[O:27])=[C:24]([CH3:30])[NH:23][C:19]=1[CH3:20])#[N:17]. The catalyst class is: 41. (3) Reactant: [CH2:1]([O:8][C:9]1[C:10]([C:31](O)=[O:32])=[N:11][C:12]([CH2:16][C:17]2([N:22]3[C:26]4=[N:27][CH:28]=[CH:29][CH:30]=[C:25]4[CH:24]=[CH:23]3)[CH2:21][CH2:20][CH2:19][CH2:18]2)=[N:13][C:14]=1[OH:15])[C:2]1[CH:7]=[CH:6][CH:5]=[CH:4][CH:3]=1.C(N(CC)C(C)C)(C)C.[Si:43]([O:50][CH2:51][CH2:52][NH:53][CH3:54])([C:46]([CH3:49])([CH3:48])[CH3:47])([CH3:45])[CH3:44].CN(C(ON1N=NC2C=CC=NC1=2)=[N+](C)C)C.F[P-](F)(F)(F)(F)F. Product: [Si:43]([O:50][CH2:51][CH2:52][N:53]([CH3:54])[C:31]([C:10]1[C:9]([O:8][CH2:1][C:2]2[CH:7]=[CH:6][CH:5]=[CH:4][CH:3]=2)=[C:14]([OH:15])[N:13]=[C:12]([CH2:16][C:17]2([N:22]3[C:26]4=[N:27][CH:28]=[CH:29][CH:30]=[C:25]4[CH:24]=[CH:23]3)[CH2:18][CH2:19][CH2:20][CH2:21]2)[N:11]=1)=[O:32])([C:46]([CH3:49])([CH3:48])[CH3:47])([CH3:44])[CH3:45]. The catalyst class is: 255. (4) Reactant: Br[CH2:2][C:3]1[N:7]([CH3:8])[N:6]([C:9]2[CH:14]=[CH:13][C:12]([F:15])=[CH:11][CH:10]=2)[C:5](=[O:16])[C:4]=1[Cl:17].C(OC([N:25]1[CH2:30][CH2:29][CH:28]([C:31]2[CH:36]=[C:35]([Cl:37])[CH:34]=[CH:33][C:32]=2[CH3:38])[CH2:27][CH2:26]1)=O)(C)(C)C.C(=O)([O-])[O-].[K+].[K+]. Product: [Cl:17][C:4]1[C:5](=[O:16])[N:6]([C:9]2[CH:14]=[CH:13][C:12]([F:15])=[CH:11][CH:10]=2)[N:7]([CH3:8])[C:3]=1[CH2:2][N:25]1[CH2:30][CH2:29][CH:28]([C:31]2[CH:36]=[C:35]([Cl:37])[CH:34]=[CH:33][C:32]=2[CH3:38])[CH2:27][CH2:26]1. The catalyst class is: 10. (5) Product: [CH3:1][O:2][C:3]([C@@H:5]([N:13]1[CH2:21][C:17]2[CH:18]=[CH:19][S:20][C:16]=2[CH2:15][CH2:14]1)[C:6]1[C:11]([Cl:12])=[CH:10][CH:9]=[CH:8][CH:7]=1)=[O:4].[OH:25][S:22]([OH:26])(=[O:24])=[O:23]. The catalyst class is: 32. Reactant: [CH3:1][O:2][C:3]([C@@H:5]([N:13]1[CH2:21][C:17]2[CH:18]=[CH:19][S:20][C:16]=2[CH2:15][CH2:14]1)[C:6]1[CH:7]=[CH:8][CH:9]=[CH:10][C:11]=1[Cl:12])=[O:4].[S:22](=[O:26])(=[O:25])([OH:24])[OH:23].COC(C)(C)C. (6) Reactant: Cl[C:2]1[C:7]([C:8]([O:10][CH2:11][CH3:12])=[S:9])=[CH:6][N:5]=[C:4]([CH3:13])[N:3]=1.[CH3:14][NH2:15].C(O)C. Product: [CH3:14][NH:15][C:2]1[C:7]([C:8]([O:10][CH2:11][CH3:12])=[S:9])=[CH:6][N:5]=[C:4]([CH3:13])[N:3]=1. The catalyst class is: 6.